From a dataset of Forward reaction prediction with 1.9M reactions from USPTO patents (1976-2016). Predict the product of the given reaction. Given the reactants CS(O)(=O)=O.CCOC(C)=O.C(OC([N:19]1[C@H:23]([C:24](=[O:29])[NH:25][CH2:26][CH:27]=[CH2:28])[C:22]([CH3:31])([CH3:30])[S:21][CH2:20]1)=O)(C)(C)C, predict the reaction product. The product is: [CH2:26]([NH:25][C:24]([C@@H:23]1[C:22]([CH3:31])([CH3:30])[S:21][CH2:20][NH:19]1)=[O:29])[CH:27]=[CH2:28].